Dataset: Reaction yield outcomes from USPTO patents with 853,638 reactions. Task: Predict the reaction yield, written as a fraction of the theoretical maximum amount of product (1.0 means a 100% yield; for example, 0.34 means a 34% yield). (1) The reactants are [CH2:1]([O:5][C:6]([N:8]1[CH2:12][CH2:11][CH:10]([C:13]2[CH:18]=[CH:17][C:16]([O:19]CC3C=CC=CC=3)=[CH:15][C:14]=2[O:27]CC2C=CC=CC=2)[CH2:9]1)=[O:7])[CH:2]([CH3:4])[CH3:3]. The catalyst is CO.[Pd]. The product is [CH2:1]([O:5][C:6]([N:8]1[CH2:12][CH2:11][CH:10]([C:13]2[CH:18]=[CH:17][C:16]([OH:19])=[CH:15][C:14]=2[OH:27])[CH2:9]1)=[O:7])[CH:2]([CH3:4])[CH3:3]. The yield is 0.750. (2) The reactants are [CH:1]1([NH:4][C:5](=[O:40])[C:6]2[CH:11]=[CH:10][C:9]([C:12]3[N:16]4[N:17]=[C:18]([CH:28]([C:30]5[CH:35]=[CH:34][CH:33]=[C:32]([F:36])[C:31]=5[O:37]C)[OH:29])[CH:19]=[C:20]([NH:21][CH2:22][CH2:23][C:24]([F:27])([F:26])[F:25])[C:15]4=[N:14][CH:13]=3)=[CH:8][C:7]=2[CH3:39])[CH2:3][CH2:2]1.C[S-].[Na+].Cl. The catalyst is CS(C)=O. The product is [CH:1]1([NH:4][C:5](=[O:40])[C:6]2[CH:11]=[CH:10][C:9]([C:12]3[N:16]4[N:17]=[C:18]([CH:28]([C:30]5[CH:35]=[CH:34][CH:33]=[C:32]([F:36])[C:31]=5[OH:37])[OH:29])[CH:19]=[C:20]([NH:21][CH2:22][CH2:23][C:24]([F:27])([F:25])[F:26])[C:15]4=[N:14][CH:13]=3)=[CH:8][C:7]=2[CH3:39])[CH2:2][CH2:3]1. The yield is 0.320. (3) The reactants are [C:1]([O:5][C:6](=[O:31])[NH:7][C@H:8]([C:12]1[CH:17]=[C:16]([C:18]2[CH:23]=[CH:22][N:21]=[CH:20][C:19]=2[NH:24][C:25](=[O:30])[C@H:26]([CH3:29])[CH:27]=C)[CH:15]=[CH:14][N:13]=1)[CH2:9][CH:10]=C)([CH3:4])([CH3:3])[CH3:2].CC1C=CC(S(O)(=O)=O)=CC=1.O. The catalyst is Cl[Ru](=C1N(C2C(C)=CC(C)=CC=2C)CCN1C1C(C)=CC(C)=CC=1C)(Cl)(=CC1C=CC=CC=1)[P](C1CCCCC1)(C1CCCCC1)C1CCCCC1.C(Cl)Cl. The product is [CH3:29][CH:26]1[C:25](=[O:30])[NH:24][C:19]2[CH:20]=[N:21][CH:22]=[CH:23][C:18]=2[C:16]2[CH:15]=[CH:14][N:13]=[C:12]([CH:17]=2)[C@@H:8]([NH:7][C:6](=[O:31])[O:5][C:1]([CH3:4])([CH3:2])[CH3:3])[CH2:9][CH:10]=[CH:27]1. The yield is 0.0659. (4) The reactants are Br[CH2:2][C:3]1[CH:8]=[CH:7][CH:6]=[C:5]([N+:9]([O-:11])=[O:10])[CH:4]=1.[NH:12]1[CH2:16][CH2:15][CH2:14][CH2:13]1.C(N(CC)CC)C.O. The catalyst is C1COCC1. The product is [N+:9]([C:5]1[CH:4]=[C:3]([CH:8]=[CH:7][CH:6]=1)[CH2:2][N:12]1[CH2:16][CH2:15][CH2:14][CH2:13]1)([O-:11])=[O:10]. The yield is 0.940. (5) The reactants are [F:1][C:2]1[CH:3]=[C:4]2[C:8](=[CH:9][C:10]=1[F:11])[CH2:7][C:6]([NH:15][C:16](=[O:27])[C:17]1[CH:22]=[CH:21][CH:20]=[C:19]([CH3:23])[C:18]=1[CH:24]=[CH:25][CH3:26])([C:12]([OH:14])=[O:13])[CH2:5]2. The product is [F:1][C:2]1[CH:3]=[C:4]2[C:8](=[CH:9][C:10]=1[F:11])[CH2:7][C:6]([NH:15][C:16](=[O:27])[C:17]1[CH:22]=[CH:21][CH:20]=[C:19]([CH3:23])[C:18]=1[CH2:24][CH2:25][CH3:26])([C:12]([OH:14])=[O:13])[CH2:5]2. The yield is 0.710. The catalyst is CCO.[Pd].